From a dataset of Forward reaction prediction with 1.9M reactions from USPTO patents (1976-2016). Predict the product of the given reaction. (1) The product is: [CH3:3][CH:2]([C:4]1[CH:5]=[CH:6][C:7]([S:10]([C:11]2[C:16]3=[N:17][S:18](=[O:22])(=[O:21])[CH2:19][CH2:20][N:15]3[CH:14]=[CH:13][CH:12]=2)=[O:31])=[CH:8][CH:9]=1)[CH3:1]. Given the reactants [CH3:1][CH:2]([C:4]1[CH:9]=[CH:8][C:7]([S:10][C:11]2[C:16]3=[N:17][S:18](=[O:22])(=[O:21])[CH2:19][CH2:20][N:15]3[CH:14]=[CH:13][CH:12]=2)=[CH:6][CH:5]=1)[CH3:3].ClC1C=CC=C(C(OO)=[O:31])C=1.S([O-])([O-])=O.[Na+].[Na+], predict the reaction product. (2) Given the reactants [CH3:1]C(C)([O-])C.[K+].[Br:7][C:8]1[CH:9]=[C:10]([CH:13]=[C:14]([Br:16])[CH:15]=1)[CH:11]=O.[Cl-].[NH4+], predict the reaction product. The product is: [Br:7][C:8]1[CH:9]=[C:10]([CH:13]=[C:14]([Br:16])[CH:15]=1)[CH:11]=[CH2:1]. (3) Given the reactants [OH:1][C:2]1[CH:7]=[C:6]([CH3:8])[N:5]=[C:4]([CH3:9])[N:3]=1.[Br:10][C:11]1[CH:12]=[C:13]([CH:16]=[C:17]([O:21][CH3:22])[C:18]=1[O:19][CH3:20])[CH:14]=O.[C:23](#[N:27])[CH2:24][C:25]#[N:26].C1N2CCN(CC2)C1, predict the reaction product. The product is: [NH2:27][C:23]1[O:1][C:2]2[N:3]=[C:4]([CH3:9])[N:5]=[C:6]([CH3:8])[C:7]=2[CH:14]([C:13]2[CH:16]=[C:17]([O:21][CH3:22])[C:18]([O:19][CH3:20])=[C:11]([Br:10])[CH:12]=2)[C:24]=1[C:25]#[N:26]. (4) Given the reactants [H-].[Na+].[O:3]=[C:4]1[C:13]2[C:12]([C:14]([F:17])([F:16])[F:15])=[CH:11][CH:10]=[CH:9][C:8]=2[C@H:7]2[CH2:18][N:19]([C:21]([O:23][C:24]([CH3:27])([CH3:26])[CH3:25])=[O:22])[CH2:20][C@H:6]2[NH:5]1.I[CH2:29][CH3:30], predict the reaction product. The product is: [CH2:29]([N:5]1[C@@H:6]2[CH2:20][N:19]([C:21]([O:23][C:24]([CH3:27])([CH3:26])[CH3:25])=[O:22])[CH2:18][C@@H:7]2[C:8]2[CH:9]=[CH:10][CH:11]=[C:12]([C:14]([F:16])([F:17])[F:15])[C:13]=2[C:4]1=[O:3])[CH3:30].